Dataset: Forward reaction prediction with 1.9M reactions from USPTO patents (1976-2016). Task: Predict the product of the given reaction. (1) Given the reactants Cl[C:2]1[N:7]=[C:6]([NH:8][C@H:9]2[C:17]3[C:12](=[CH:13][CH:14]=[CH:15][CH:16]=3)[CH2:11][CH2:10]2)[CH:5]=[N:4][CH:3]=1.[CH3:18][O:19][C:20]1[CH:25]=[C:24](B2OC(C)(C)C(C)(C)O2)[CH:23]=[CH:22][C:21]=1[OH:35], predict the reaction product. The product is: [C@H:9]1([NH:8][C:6]2[N:7]=[C:2]([C:24]3[CH:23]=[CH:22][C:21]([OH:35])=[C:20]([O:19][CH3:18])[CH:25]=3)[CH:3]=[N:4][CH:5]=2)[C:17]2[C:12](=[CH:13][CH:14]=[CH:15][CH:16]=2)[CH2:11][CH2:10]1. (2) Given the reactants [CH3:1][N:2]([CH3:8])[C:3]([CH3:7])([CH3:6])[C:4]#[N:5].[C:9]1([Li])[CH:14]=[CH:13][CH:12]=[CH:11][CH:10]=1.[BH4-].[Na+], predict the reaction product. The product is: [NH2:5][CH:4]([C:9]1[CH:14]=[CH:13][CH:12]=[CH:11][CH:10]=1)[C:3]([N:2]([CH3:8])[CH3:1])([CH3:7])[CH3:6]. (3) Given the reactants [Cl:1][C:2]1[CH:7]=[C:6]([C:8]([F:11])([F:10])[F:9])[CH:5]=[C:4]([Cl:12])[C:3]=1[N:13]1[C:17]([N:18]([CH2:20][CH2:21][OH:22])[CH3:19])=[C:16]([S:23]([C:26]([F:29])([F:28])[F:27])(=[O:25])=[O:24])[C:15]([C:30]#[N:31])=[N:14]1.[H-].[Na+].[C:34]1([CH3:44])[CH:39]=[CH:38][C:37]([S:40](Cl)(=[O:42])=[O:41])=[CH:36][CH:35]=1.[Cl-].[NH4+], predict the reaction product. The product is: [Cl:12][C:4]1[CH:5]=[C:6]([C:8]([F:11])([F:10])[F:9])[CH:7]=[C:2]([Cl:1])[C:3]=1[N:13]1[C:17]([N:18]([CH3:19])[CH2:20][CH2:21][O:22][S:40]([C:37]2[CH:38]=[CH:39][C:34]([CH3:44])=[CH:35][CH:36]=2)(=[O:42])=[O:41])=[C:16]([S:23]([C:26]([F:29])([F:27])[F:28])(=[O:24])=[O:25])[C:15]([C:30]#[N:31])=[N:14]1. (4) Given the reactants [C:1](#[N:8])[C:2]1[CH:7]=[CH:6][CH:5]=[CH:4][CH:3]=1.[CH:9]1([C:12](=[O:19])[CH2:13][C:14](C2CC2)=O)C[CH2:10]1.O.[NH2:21][NH2:22], predict the reaction product. The product is: [CH3:10][C:9]1[C:12]([O:19][C:5]2[CH:6]=[CH:7][C:2]([C:1]#[N:8])=[CH:3][CH:4]=2)=[C:13]([CH3:14])[NH:22][N:21]=1.